From a dataset of Reaction yield outcomes from USPTO patents with 853,638 reactions. Predict the reaction yield, written as a fraction of the theoretical maximum amount of product (1.0 means a 100% yield; for example, 0.34 means a 34% yield). (1) The catalyst is C1COCC1. The product is [S:27]1[C:23]([CH2:22][CH:9]2[CH2:10][CH2:11][N:7]([CH:1]3[CH2:2][CH2:3][CH2:4][CH2:5][CH2:6]3)[C:8]2=[O:12])=[CH:24][C:25]2[CH:31]=[CH:30][CH:29]=[CH:28][C:26]1=2. The yield is 0.710. The reactants are [CH:1]1([N:7]2[CH2:11][CH2:10][CH2:9][C:8]2=[O:12])[CH2:6][CH2:5][CH2:4][CH2:3][CH2:2]1.C([N-]C(C)C)(C)C.[Li+].Br[CH2:22][C:23]1[S:27][C:26]2[CH:28]=[CH:29][CH:30]=[CH:31][C:25]=2[CH:24]=1. (2) The reactants are [CH:1]12[CH2:29][CH:4]([CH:5]([CH2:7][NH:8][C:9]([C:11]3[C:12]([S:17][CH2:18][CH2:19][C:20]([C:22]4[CH:27]=[CH:26][C:25]([F:28])=[CH:24][CH:23]=4)=[O:21])=[N:13][CH:14]=[CH:15][CH:16]=3)=[O:10])[CH2:6]1)[CH2:3][CH2:2]2.[BH4-].[Na+].C(Cl)Cl.CCCCCC.CC(=O)OCC. The catalyst is CO. The product is [CH:1]12[CH2:29][CH:4]([CH:5]([CH2:7][NH:8][C:9]([C:11]3[C:12]([S:17][CH2:18][CH2:19][CH:20]([C:22]4[CH:23]=[CH:24][C:25]([F:28])=[CH:26][CH:27]=4)[OH:21])=[N:13][CH:14]=[CH:15][CH:16]=3)=[O:10])[CH2:6]1)[CH2:3][CH2:2]2. The yield is 0.450. (3) The reactants are Br[C:2]1[CH:3]=[CH:4][C:5]([N+:8]([O-:10])=[O:9])=[N:6][CH:7]=1.[CH3:11][Si:12]([C:15]#[CH:16])([CH3:14])[CH3:13].C(N(CC)C(C)C)(C)C. The catalyst is CN1CCCC1=O.C1C=CC([P]([Pd]([P](C2C=CC=CC=2)(C2C=CC=CC=2)C2C=CC=CC=2)([P](C2C=CC=CC=2)(C2C=CC=CC=2)C2C=CC=CC=2)[P](C2C=CC=CC=2)(C2C=CC=CC=2)C2C=CC=CC=2)(C2C=CC=CC=2)C2C=CC=CC=2)=CC=1.[Cu]I. The product is [N+:8]([C:5]1[CH:4]=[CH:3][C:2]([C:16]#[C:15][Si:12]([CH3:14])([CH3:13])[CH3:11])=[CH:7][N:6]=1)([O-:10])=[O:9]. The yield is 0.450. (4) The product is [CH3:26][S:27]([C:30]([CH3:41])([CH3:40])[CH2:31][O:32][C:33]1[N:38]=[C:37]([NH:39][C:2]2[N:7]=[CH:6][C:5]3[N:8]=[C:9]([C@H:17]([O:19][CH:20]4[CH2:25][CH2:24][CH2:23][CH2:22][O:21]4)[CH3:18])[N:10]([C@@H:11]([CH3:16])[C:12]([F:15])([F:14])[F:13])[C:4]=3[CH:3]=2)[CH:36]=[CH:35][N:34]=1)(=[O:28])=[O:29]. The yield is 0.360. The catalyst is C1C=CC(/C=C/C(/C=C/C2C=CC=CC=2)=O)=CC=1.C1C=CC(/C=C/C(/C=C/C2C=CC=CC=2)=O)=CC=1.C1C=CC(/C=C/C(/C=C/C2C=CC=CC=2)=O)=CC=1.[Pd].[Pd].O1CCOCC1. The reactants are Cl[C:2]1[N:7]=[CH:6][C:5]2[N:8]=[C:9]([C@H:17]([O:19][CH:20]3[CH2:25][CH2:24][CH2:23][CH2:22][O:21]3)[CH3:18])[N:10]([C@@H:11]([CH3:16])[C:12]([F:15])([F:14])[F:13])[C:4]=2[CH:3]=1.[CH3:26][S:27]([C:30]([CH3:41])([CH3:40])[CH2:31][O:32][C:33]1[N:38]=[C:37]([NH2:39])[CH:36]=[CH:35][N:34]=1)(=[O:29])=[O:28].C1(P(C2CCCCC2)C2C=CC=CC=2C2C(C(C)C)=CC(C(C)C)=CC=2C(C)C)CCCCC1.C(=O)([O-])[O-].[Cs+].[Cs+]. (5) The product is [OH:34][C:31]([CH3:32])([CH3:30])[CH2:35][O:34][C@H:31]1[CH2:32][CH2:33][C@H:28]([N:18]2[C:17](=[O:43])[C:16]([CH2:15][C:12]3[CH:13]=[CH:14][C:9]([C:4]4[C:3]([C:1]#[N:2])=[CH:8][CH:7]=[CH:6][CH:5]=4)=[CH:10][CH:11]=3)=[C:21]([CH2:22][CH2:23][CH3:24])[N:20]3[N:25]=[CH:26][CH:27]=[C:19]23)[CH2:29][CH2:30]1. The reactants are [C:1]([C:3]1[CH:8]=[CH:7][CH:6]=[CH:5][C:4]=1[C:9]1[CH:14]=[CH:13][C:12]([CH2:15][C:16]2[C:17](=[O:43])[N:18]([C@H:28]3[CH2:33][CH2:32][C@H:31]([O:34][CH2:35]C(OC(C)(C)C)=O)[CH2:30][CH2:29]3)[C:19]3[N:20]([N:25]=[CH:26][CH:27]=3)[C:21]=2[CH2:22][CH2:23][CH3:24])=[CH:11][CH:10]=1)#[N:2].C[Mg]Br.[Cl-].[NH4+]. The yield is 0.910. The catalyst is O1CCCC1.C(OCC)(=O)C.